This data is from Catalyst prediction with 721,799 reactions and 888 catalyst types from USPTO. The task is: Predict which catalyst facilitates the given reaction. (1) Reactant: [F:1][C:2]1[CH:3]=[C:4]([CH:8]=[CH:9][C:10]=1[N:11]1[CH2:16][CH2:15][O:14][CH2:13][CH2:12]1)[C:5](O)=[O:6].O=P(Cl)(Cl)Cl.[N-:22]=[N+:23]=[N-:24].[Na+]. Product: [F:1][C:2]1[CH:3]=[C:4]([CH:8]=[CH:9][C:10]=1[N:11]1[CH2:16][CH2:15][O:14][CH2:13][CH2:12]1)[C:5]([N:22]=[N+:23]=[N-:24])=[O:6]. The catalyst class is: 3. (2) The catalyst class is: 6. Product: [Cl:1][C:2]1[N:11]=[C:10]2[C:5]([CH:6]=[CH:7][C:8]([N:12]3[CH:13]([CH2:14][C:15](=[O:21])[CH2:16][CH2:17][CH:18]([CH3:19])[CH3:20])[C:22]4[C:23](=[CH:27][CH:28]=[CH:29][CH:30]=4)[C:24]3=[O:25])=[N:9]2)=[CH:4][CH:3]=1. Reactant: [Cl:1][C:2]1[N:11]=[C:10]2[C:5]([CH:6]=[CH:7][C:8]([NH:12][CH:13]([C:22]3[CH:30]=[CH:29][CH:28]=[CH:27][C:23]=3[C:24](O)=[O:25])[CH2:14][C:15](=[O:21])[CH2:16][CH2:17][CH:18]([CH3:20])[CH3:19])=[N:9]2)=[CH:4][CH:3]=1.C(O)C. (3) Reactant: [CH3:1][O:2][C:3]1[CH:38]=[C:37]([O:39][CH3:40])[CH:36]=[CH:35][C:4]=1[CH2:5][N:6]([CH2:24][C:25]1[CH:30]=[CH:29][C:28]([O:31][CH3:32])=[CH:27][C:26]=1[O:33][CH3:34])[CH:7]1[CH2:12][CH2:11][N:10]([C:13]([O:15][CH2:16][C:17]2[CH:22]=[CH:21][CH:20]=[CH:19][CH:18]=2)=[O:14])[CH2:9][CH:8]1[OH:23].[H-].[Na+].I[CH3:44]. Product: [CH3:34][O:33][C:26]1[CH:27]=[C:28]([O:31][CH3:32])[CH:29]=[CH:30][C:25]=1[CH2:24][N:6]([CH2:5][C:4]1[CH:35]=[CH:36][C:37]([O:39][CH3:40])=[CH:38][C:3]=1[O:2][CH3:1])[CH:7]1[CH2:12][CH2:11][N:10]([C:13]([O:15][CH2:16][C:17]2[CH:18]=[CH:19][CH:20]=[CH:21][CH:22]=2)=[O:14])[CH2:9][CH:8]1[O:23][CH3:44]. The catalyst class is: 1. (4) Reactant: [O:1]1[C:5]2[CH:6]=[CH:7][C:8]([C:10]3[S:11][CH:12]=[C:13]([C:15]([OH:17])=O)[N:14]=3)=[CH:9][C:4]=2[CH2:3][CH2:2]1.[NH:18]1[CH:22]=[N:21][C:20]([NH2:23])=[N:19]1.CN(C(ON1N=NC2C=CC=CC1=2)=[N+](C)C)C.F[P-](F)(F)(F)(F)F.CCN(C(C)C)C(C)C. The catalyst class is: 17. Product: [O:1]1[C:5]2[CH:6]=[CH:7][C:8]([C:10]3[S:11][CH:12]=[C:13]([C:15]([NH:23][C:20]4[N:21]=[CH:22][NH:18][N:19]=4)=[O:17])[N:14]=3)=[CH:9][C:4]=2[CH2:3][CH2:2]1.